This data is from Catalyst prediction with 721,799 reactions and 888 catalyst types from USPTO. The task is: Predict which catalyst facilitates the given reaction. Reactant: Br[CH2:2][C:3]1[CH:8]=[CH:7][C:6]([C:9](=[O:18])[C:10]([C:12]2[CH:17]=[CH:16][CH:15]=[CH:14][CH:13]=2)=[O:11])=[CH:5][CH:4]=1.[NH:19]1[CH2:24][CH2:23][CH:22]([N:25]2[C:29]3[CH:30]=[CH:31][CH:32]=[CH:33][C:28]=3[NH:27][C:26]2=[O:34])[CH2:21][CH2:20]1.CCN(C(C)C)C(C)C. Product: [O:34]=[C:26]1[N:25]([CH:22]2[CH2:21][CH2:20][N:19]([CH2:2][C:3]3[CH:8]=[CH:7][C:6]([C:9](=[O:18])[C:10]([C:12]4[CH:17]=[CH:16][CH:15]=[CH:14][CH:13]=4)=[O:11])=[CH:5][CH:4]=3)[CH2:24][CH2:23]2)[C:29]2[CH:30]=[CH:31][CH:32]=[CH:33][C:28]=2[NH:27]1. The catalyst class is: 36.